From a dataset of Peptide-MHC class I binding affinity with 185,985 pairs from IEDB/IMGT. Regression. Given a peptide amino acid sequence and an MHC pseudo amino acid sequence, predict their binding affinity value. This is MHC class I binding data. (1) The peptide sequence is AQEDDQYVF. The MHC is HLA-B15:02 with pseudo-sequence HLA-B15:02. The binding affinity (normalized) is 0.0847. (2) The peptide sequence is KALSLTKCM. The MHC is H-2-Db with pseudo-sequence H-2-Db. The binding affinity (normalized) is 0.323. (3) The peptide sequence is RDWAHNGL. The MHC is HLA-B44:03 with pseudo-sequence HLA-B44:03. The binding affinity (normalized) is 0.282. (4) The peptide sequence is KYYLAYTSY. The MHC is HLA-B07:02 with pseudo-sequence HLA-B07:02. The binding affinity (normalized) is 0.0847.